This data is from Forward reaction prediction with 1.9M reactions from USPTO patents (1976-2016). The task is: Predict the product of the given reaction. (1) Given the reactants [OH-].[K+].CS(C)=O.[N:7]1([C:14]2[CH:15]=[CH:16][C:17]3[N:18]([C:20]([C:23]4[NH:24][C:25]5[C:30]([CH:31]=4)=[CH:29][CH:28]=[CH:27][CH:26]=5)=[N:21][N:22]=3)[N:19]=2)[CH2:13][CH2:12][CH2:11][CH2:10][CH2:9][CH2:8]1.[CH3:32]I, predict the reaction product. The product is: [N:7]1([C:14]2[CH:15]=[CH:16][C:17]3[N:18]([C:20]([C:23]4[N:24]([CH3:32])[C:25]5[C:30]([CH:31]=4)=[CH:29][CH:28]=[CH:27][CH:26]=5)=[N:21][N:22]=3)[N:19]=2)[CH2:13][CH2:12][CH2:11][CH2:10][CH2:9][CH2:8]1. (2) Given the reactants Br[C:2]1[N:7]=[N:6][C:5]([C:8]2[CH:17]=[CH:16][C:15]3[C:10](=[CH:11][CH:12]=[CH:13][CH:14]=3)[CH:9]=2)=[C:4]([C:18]2[CH:23]=[CH:22][N:21]=[CH:20][CH:19]=2)[CH:3]=1.[NH:24]1[CH2:29][CH2:28][O:27][CH2:26][CH2:25]1, predict the reaction product. The product is: [CH:9]1[C:10]2[C:15](=[CH:14][CH:13]=[CH:12][CH:11]=2)[CH:16]=[CH:17][C:8]=1[C:5]1[N:6]=[N:7][C:2]([N:24]2[CH2:29][CH2:28][O:27][CH2:26][CH2:25]2)=[CH:3][C:4]=1[C:18]1[CH:23]=[CH:22][N:21]=[CH:20][CH:19]=1. (3) Given the reactants Cl.[NH2:2][C@H:3]1[CH2:8][CH2:7][C@H:6]([OH:9])[CH2:5][CH2:4]1.[CH2:10](Br)[C:11]1[CH:16]=[CH:15][CH:14]=[CH:13][CH:12]=1.C(=O)([O-])[O-].[K+].[K+], predict the reaction product. The product is: [CH2:8]1[CH:3]([N:2]([CH2:10][C:11]2[CH:16]=[CH:15][CH:14]=[CH:13][CH:12]=2)[CH2:10][C:11]2[CH:16]=[CH:15][CH:14]=[CH:13][CH:12]=2)[CH2:4][CH2:5][CH:6]([OH:9])[CH2:7]1. (4) Given the reactants [N+:1](C1C2C(=CC=CC=2)CCN1)([O-:3])=[O:2].[F:14][C:15]([F:32])([F:31])[C:16]([N:18]1[CH2:27][CH2:26][CH:25]2[C:20](=[CH:21][CH:22]=[CH:23][CH2:24]2)C1[N+]([O-])=O)=[O:17], predict the reaction product. The product is: [N+:1]([C:20]1[CH:21]=[CH:22][CH:23]=[CH:24][C:25]=1[CH2:26][CH2:27][NH:18][C:16](=[O:17])[C:15]([F:14])([F:31])[F:32])([O-:3])=[O:2].[CH2:16]=[O:17]. (5) Given the reactants [Cl:1][C:2]1[C:3](O)=[N:4][C:5]([C:11]2[CH:16]=[CH:15][C:14]([Cl:17])=[C:13]([O:18][CH3:19])[C:12]=2[F:20])=[N:6][C:7]=1[C:8]([OH:10])=[O:9].P(Cl)(Cl)([Cl:24])=O, predict the reaction product. The product is: [Cl:17][C:14]1[CH:15]=[CH:16][C:11]([C:5]2[N:4]=[C:3]([Cl:24])[C:2]([Cl:1])=[C:7]([C:8]([OH:10])=[O:9])[N:6]=2)=[C:12]([F:20])[C:13]=1[O:18][CH3:19].